Dataset: NCI-60 drug combinations with 297,098 pairs across 59 cell lines. Task: Regression. Given two drug SMILES strings and cell line genomic features, predict the synergy score measuring deviation from expected non-interaction effect. (1) Drug 1: CC1=C(C(=CC=C1)Cl)NC(=O)C2=CN=C(S2)NC3=CC(=NC(=N3)C)N4CCN(CC4)CCO. Drug 2: CC12CCC3C(C1CCC2OP(=O)(O)O)CCC4=C3C=CC(=C4)OC(=O)N(CCCl)CCCl.[Na+]. Cell line: SNB-75. Synergy scores: CSS=10.7, Synergy_ZIP=-0.966, Synergy_Bliss=1.38, Synergy_Loewe=-16.3, Synergy_HSA=2.04. (2) Drug 1: C1=CC(=CC=C1CC(C(=O)O)N)N(CCCl)CCCl.Cl. Drug 2: C1=CC=C(C(=C1)C(C2=CC=C(C=C2)Cl)C(Cl)Cl)Cl. Cell line: RPMI-8226. Synergy scores: CSS=17.5, Synergy_ZIP=2.97, Synergy_Bliss=7.31, Synergy_Loewe=-10.5, Synergy_HSA=2.39. (3) Drug 1: CC1=CC2C(CCC3(C2CCC3(C(=O)C)OC(=O)C)C)C4(C1=CC(=O)CC4)C. Drug 2: CNC(=O)C1=NC=CC(=C1)OC2=CC=C(C=C2)NC(=O)NC3=CC(=C(C=C3)Cl)C(F)(F)F. Cell line: K-562. Synergy scores: CSS=59.3, Synergy_ZIP=2.25, Synergy_Bliss=-4.14, Synergy_Loewe=-23.3, Synergy_HSA=-4.80. (4) Drug 2: C1CC(C1)(C(=O)O)C(=O)O.[NH2-].[NH2-].[Pt+2]. Cell line: HOP-62. Drug 1: C1=CN(C(=O)N=C1N)C2C(C(C(O2)CO)O)O.Cl. Synergy scores: CSS=48.4, Synergy_ZIP=4.85, Synergy_Bliss=6.29, Synergy_Loewe=-31.7, Synergy_HSA=0.484. (5) Drug 1: C1CC(=O)NC(=O)C1N2CC3=C(C2=O)C=CC=C3N. Drug 2: C1=CC(=CC=C1CCC2=CNC3=C2C(=O)NC(=N3)N)C(=O)NC(CCC(=O)O)C(=O)O. Cell line: IGROV1. Synergy scores: CSS=24.2, Synergy_ZIP=-2.38, Synergy_Bliss=-1.44, Synergy_Loewe=-11.9, Synergy_HSA=1.56. (6) Drug 2: C#CCC(CC1=CN=C2C(=N1)C(=NC(=N2)N)N)C3=CC=C(C=C3)C(=O)NC(CCC(=O)O)C(=O)O. Cell line: PC-3. Synergy scores: CSS=69.5, Synergy_ZIP=23.1, Synergy_Bliss=0.186, Synergy_Loewe=39.7, Synergy_HSA=0.442. Drug 1: CC1=C2C(C(=O)C3(C(CC4C(C3C(C(C2(C)C)(CC1OC(=O)C(C(C5=CC=CC=C5)NC(=O)C6=CC=CC=C6)O)O)OC(=O)C7=CC=CC=C7)(CO4)OC(=O)C)O)C)OC(=O)C.